This data is from Catalyst prediction with 721,799 reactions and 888 catalyst types from USPTO. The task is: Predict which catalyst facilitates the given reaction. Reactant: [F:1][C:2]1[CH:3]=[C:4]([NH2:10])[C:5]([NH2:9])=[CH:6][C:7]=1[F:8].O=[C:12]([CH3:16])[C:13](O)=[O:14]. Product: [F:1][C:2]1[CH:3]=[C:4]2[C:5](=[CH:6][C:7]=1[F:8])[NH:9][C:13](=[O:14])[C:12]([CH3:16])=[N:10]2. The catalyst class is: 35.